This data is from Forward reaction prediction with 1.9M reactions from USPTO patents (1976-2016). The task is: Predict the product of the given reaction. (1) Given the reactants [C:1]([C:3]1[CH:4]=[C:5]2[C:9](=[CH:10][CH:11]=1)[CH:8]([O:12][CH2:13][O:14][CH3:15])[CH:7]([CH2:16][CH2:17][CH:18]([N:20]([CH2:24][CH2:25][CH3:26])[CH2:21][CH2:22][CH3:23])[CH3:19])[CH2:6]2)#[N:2].[H-].[Al+3].[Li+].[H-].[H-].[H-].C(OCC)(=O)C.C(C(C(C([O-])=O)O)O)([O-])=O.[Na+].[K+], predict the reaction product. The product is: [NH2:2][CH2:1][C:3]1[CH:4]=[C:5]2[C:9](=[CH:10][CH:11]=1)[CH:8]([O:12][CH2:13][O:14][CH3:15])[CH:7]([CH2:16][CH2:17][CH:18]([N:20]([CH2:24][CH2:25][CH3:26])[CH2:21][CH2:22][CH3:23])[CH3:19])[CH2:6]2. (2) The product is: [C:40]([O:44][C:45](=[O:46])[NH:47][CH2:48][C:49]1[CH:80]=[CH:79][C:52]2[N:53]([CH2:68][CH2:69][CH2:70][CH2:71][OH:72])[C:54]([CH2:56][N:57]3[C:65]4[C:60](=[CH:61][CH:62]=[CH:63][CH:64]=4)[C:59]([CH:66]=[CH2:67])=[N:58]3)=[N:55][C:51]=2[CH:50]=1)([CH3:41])([CH3:42])[CH3:43]. Given the reactants C(OC(=O)NCC1C=CC2N(CCCCO)C(CN3C4C(=CC=CC=4)C(=O)N(C4CC4)C3=O)=NC=2C=1)(C)(C)C.[C:40]([O:44][C:45]([NH:47][CH2:48][C:49]1[CH:80]=[CH:79][C:52]2[N:53]([CH2:68][CH2:69][CH2:70][CH2:71][O:72]C(=O)C(C)(C)C)[C:54]([CH2:56][N:57]3[C:65]4[C:60](=[CH:61][CH:62]=[CH:63][CH:64]=4)[C:59]([CH:66]=[CH2:67])=[N:58]3)=[N:55][C:51]=2[CH:50]=1)=[O:46])([CH3:43])([CH3:42])[CH3:41], predict the reaction product. (3) Given the reactants N1(C(N[C@@H](CC2[C:24]3[C:19](=CC=CC=3)C=CC=2)C(O)=O)=O)CCOCC1.[CH3:25][O:26][C:27](=[O:72])[NH:28][C@H:29]([C:43](=[O:71])[NH:44][CH2:45][CH2:46][CH2:47][CH2:48][C@H:49]([N:56]([S:61]([C:64]1[CH:69]=[CH:68][C:67]([NH2:70])=[CH:66][CH:65]=1)(=[O:63])=[O:62])[CH2:57][CH:58]([CH3:60])[CH3:59])[CH2:50][O:51][P:52]([OH:55])([OH:54])=[O:53])[CH:30]([C:37]1[CH:42]=[CH:41][CH:40]=[CH:39][CH:38]=1)[C:31]1[CH:36]=[CH:35][CH:34]=[CH:33][CH:32]=1.[B-](F)(F)(F)F.[B-](F)(F)(F)[F:79].[CH2:83]1[N+]2(CCl)CC[N+](F)(CC2)[CH2:84]1, predict the reaction product. The product is: [CH3:25][O:26][C:27](=[O:72])[NH:28][C@H:29]([C:43](=[O:71])[NH:44][CH2:45][CH2:46][CH2:47][CH2:48][C@H:49]([N:56]([S:61]([C:64]1[CH:65]=[CH:66][C:67]([NH2:70])=[C:68]([F:79])[CH:69]=1)(=[O:62])=[O:63])[CH2:57][CH:58]([CH3:60])[CH3:59])[CH2:50][O:51][P:52]([O:55][CH2:24][CH3:19])([O:54][CH2:83][CH3:84])=[O:53])[CH:30]([C:37]1[CH:42]=[CH:41][CH:40]=[CH:39][CH:38]=1)[C:31]1[CH:32]=[CH:33][CH:34]=[CH:35][CH:36]=1. (4) Given the reactants [NH2:1][C:2]1[N:7]=[C:6]([O:8][CH2:9][C:10]2[CH:15]=[CH:14][C:13]([CH2:16][NH:17][C:18](=[O:23])[C:19]([F:22])([F:21])[F:20])=[CH:12][CH:11]=2)[C:5]([NH2:24])=[C:4]([NH2:25])[N:3]=1.[O:26]=[C:27]1O[C@H]([C@H](CO)O)[C:30]([O-])=[C:28]1O.[Na+].C1OC(O)(CO)COC1(O)CO, predict the reaction product. The product is: [NH2:1][C:2]1[N:7]=[C:6]([O:8][CH2:9][C:10]2[CH:11]=[CH:12][C:13]([CH2:16][NH:17][C:18](=[O:23])[C:19]([F:22])([F:20])[F:21])=[CH:14][CH:15]=2)[C:5]2[C:4](=[N:25][CH:30]=[C:28]([CH2:27][OH:26])[N:24]=2)[N:3]=1. (5) Given the reactants [CH2:1]([O:3][C:4]([C:6]1([CH3:16])[CH2:15][CH2:14][C:9]2(OCC[O:10]2)[CH2:8][CH2:7]1)=[O:5])[CH3:2], predict the reaction product. The product is: [CH3:16][C:6]1([C:4]([O:3][CH2:1][CH3:2])=[O:5])[CH2:7][CH2:8][C:9](=[O:10])[CH2:14][CH2:15]1. (6) Given the reactants [F:1][C:2]([F:6])([F:5])[CH2:3][OH:4].[H-].[Na+].[Br:9][C:10]1[CH:40]=[C:39](F)[C:13]([CH2:14][N:15]2[C:23]3[C:18](=[CH:19][CH:20]=[CH:21][CH:22]=3)[C:17]([C:24]3[N:29]=[C:28]([NH:30][C:31]4[CH:36]=[CH:35][N:34]=[CH:33][CH:32]=4)[C:27]([O:37][CH3:38])=[CH:26][N:25]=3)=[N:16]2)=[C:12]([F:42])[CH:11]=1.O, predict the reaction product. The product is: [Br:9][C:10]1[CH:40]=[C:39]([O:4][CH2:3][C:2]([F:6])([F:5])[F:1])[C:13]([CH2:14][N:15]2[C:23]3[C:18](=[CH:19][CH:20]=[CH:21][CH:22]=3)[C:17]([C:24]3[N:29]=[C:28]([NH:30][C:31]4[CH:36]=[CH:35][N:34]=[CH:33][CH:32]=4)[C:27]([O:37][CH3:38])=[CH:26][N:25]=3)=[N:16]2)=[C:12]([F:42])[CH:11]=1. (7) Given the reactants [CH3:1][O:2][C:3]([C@@H:5]1[CH2:9][C@H:8]([NH:10][C:11]([O:13][CH2:14][C:15]([Cl:18])([Cl:17])[Cl:16])=[O:12])[CH2:7][N:6]1[C:19]([O:21][C:22]([CH3:25])([CH3:24])[CH3:23])=[O:20])=[O:4].[CH3:26]I.[H-].[Na+].O, predict the reaction product. The product is: [CH3:1][O:2][C:3]([C@@H:5]1[CH2:9][C@H:8]([N:10]([CH3:26])[C:11]([O:13][CH2:14][C:15]([Cl:18])([Cl:16])[Cl:17])=[O:12])[CH2:7][N:6]1[C:19]([O:21][C:22]([CH3:25])([CH3:24])[CH3:23])=[O:20])=[O:4].